Dataset: NCI-60 drug combinations with 297,098 pairs across 59 cell lines. Task: Regression. Given two drug SMILES strings and cell line genomic features, predict the synergy score measuring deviation from expected non-interaction effect. (1) Drug 1: C1CCC(CC1)NC(=O)N(CCCl)N=O. Drug 2: CC1=C2C(C(=O)C3(C(CC4C(C3C(C(C2(C)C)(CC1OC(=O)C(C(C5=CC=CC=C5)NC(=O)OC(C)(C)C)O)O)OC(=O)C6=CC=CC=C6)(CO4)OC(=O)C)O)C)O. Cell line: SK-MEL-5. Synergy scores: CSS=25.9, Synergy_ZIP=-2.70, Synergy_Bliss=-1.12, Synergy_Loewe=-17.6, Synergy_HSA=-1.91. (2) Drug 1: CC1CCC2CC(C(=CC=CC=CC(CC(C(=O)C(C(C(=CC(C(=O)CC(OC(=O)C3CCCCN3C(=O)C(=O)C1(O2)O)C(C)CC4CCC(C(C4)OC)O)C)C)O)OC)C)C)C)OC. Drug 2: CCC1(CC2CC(C3=C(CCN(C2)C1)C4=CC=CC=C4N3)(C5=C(C=C6C(=C5)C78CCN9C7C(C=CC9)(C(C(C8N6C)(C(=O)OC)O)OC(=O)C)CC)OC)C(=O)OC)O.OS(=O)(=O)O. Cell line: 786-0. Synergy scores: CSS=-3.57, Synergy_ZIP=2.24, Synergy_Bliss=1.22, Synergy_Loewe=-3.17, Synergy_HSA=-3.19. (3) Drug 1: C1=CC(=CC=C1CCC2=CNC3=C2C(=O)NC(=N3)N)C(=O)NC(CCC(=O)O)C(=O)O. Drug 2: CC1=CC=C(C=C1)C2=CC(=NN2C3=CC=C(C=C3)S(=O)(=O)N)C(F)(F)F. Cell line: K-562. Synergy scores: CSS=40.4, Synergy_ZIP=0.203, Synergy_Bliss=-0.428, Synergy_Loewe=-10.9, Synergy_HSA=1.49. (4) Drug 1: C1=CC(=CC=C1CCCC(=O)O)N(CCCl)CCCl. Drug 2: CCCCC(=O)OCC(=O)C1(CC(C2=C(C1)C(=C3C(=C2O)C(=O)C4=C(C3=O)C=CC=C4OC)O)OC5CC(C(C(O5)C)O)NC(=O)C(F)(F)F)O. Cell line: EKVX. Synergy scores: CSS=4.37, Synergy_ZIP=-5.48, Synergy_Bliss=-5.48, Synergy_Loewe=-2.68, Synergy_HSA=-2.67. (5) Drug 1: C(CC(=O)O)C(=O)CN.Cl. Drug 2: C(CN)CNCCSP(=O)(O)O. Cell line: SF-295. Synergy scores: CSS=9.42, Synergy_ZIP=-3.60, Synergy_Bliss=-3.65, Synergy_Loewe=-4.56, Synergy_HSA=-4.61.